Task: Predict the product of the given reaction.. Dataset: Forward reaction prediction with 1.9M reactions from USPTO patents (1976-2016) Given the reactants FC(F)(F)C(O[C:6]1[CH2:11][CH2:10][C:9]([CH3:13])([CH3:12])[CH2:8][CH:7]=1)=O.C([Sn](CCCC)(CCCC)[C:21]1[CH:26]=[CH:25][N:24]=[CH:23][CH:22]=1)CCC.C1C=CC(P(C2C=CC=CC=2)C2C=CC=CC=2)=CC=1.C([O-])([O-])=O.[K+].[K+], predict the reaction product. The product is: [CH3:13][C:9]1([CH3:12])[CH2:10][CH2:11][C:6]([C:21]2[CH:26]=[CH:25][N:24]=[CH:23][CH:22]=2)=[CH:7][CH2:8]1.